From a dataset of Forward reaction prediction with 1.9M reactions from USPTO patents (1976-2016). Predict the product of the given reaction. (1) Given the reactants [Cl:1][C:2]1[C:3]([CH2:14][C:15]#[N:16])=[C:4]([C:10]([Cl:13])=[CH:11][CH:12]=1)[C:5](OCC)=[O:6].[BH4-].[Na+], predict the reaction product. The product is: [Cl:1][C:2]1[CH:12]=[CH:11][C:10]([Cl:13])=[C:4]2[C:3]=1[CH2:14][CH2:15][NH:16][C:5]2=[O:6]. (2) Given the reactants [C:1]([C:6]1[CH:7]=[C:8]([C:26]([O:28][CH2:29][CH3:30])=[O:27])[C:9](=[O:25])[N:10]2[C:15]=1[CH:14]=[CH:13][CH:12]=[C:11]2[C:16]1[C:21]([CH3:22])=[CH:20][C:19]([CH3:23])=[CH:18][C:17]=1[CH3:24])(=[O:5])[CH2:2][CH2:3][CH3:4].[H-].[Al+3].[Li+].[H-].[H-].[H-], predict the reaction product. The product is: [C:1]([C:6]1[CH2:7][CH:8]([C:26]([O:28][CH2:29][CH3:30])=[O:27])[C:9](=[O:25])[N:10]2[C:15]=1[CH:14]=[CH:13][CH:12]=[C:11]2[C:16]1[C:17]([CH3:24])=[CH:18][C:19]([CH3:23])=[CH:20][C:21]=1[CH3:22])(=[O:5])[CH2:2][CH2:3][CH3:4]. (3) Given the reactants Cl[C:2]1[C:7]([F:8])=[CH:6][N:5]=[CH:4][C:3]=1[CH:9]=[O:10].[N-:11]=[N+:12]=[N-:13].[Na+], predict the reaction product. The product is: [N:11]([C:2]1[C:7]([F:8])=[CH:6][N:5]=[CH:4][C:3]=1[CH:9]=[O:10])=[N+:12]=[N-:13]. (4) Given the reactants Br[C:2]1[N:10]([CH2:11][C:12]2[CH:17]=[CH:16][C:15]([Cl:18])=[CH:14][CH:13]=2)[C:9]2[C:8](=[O:19])[N:7]([CH2:20][CH2:21][CH2:22][O:23][CH:24]3[CH2:29][CH2:28][CH2:27][CH2:26][O:25]3)[C:6](=[O:30])[N:5]([CH3:31])[C:4]=2[N:3]=1.[CH3:32][C:33]1[N:38]=[CH:37][C:36]([OH:39])=[CH:35][CH:34]=1.C(=O)([O-])[O-].[K+].[K+], predict the reaction product. The product is: [Cl:18][C:15]1[CH:16]=[CH:17][C:12]([CH2:11][N:10]2[C:9]3[C:8](=[O:19])[N:7]([CH2:20][CH2:21][CH2:22][O:23][CH:24]4[CH2:29][CH2:28][CH2:27][CH2:26][O:25]4)[C:6](=[O:30])[N:5]([CH3:31])[C:4]=3[N:3]=[C:2]2[O:39][C:36]2[CH:37]=[N:38][C:33]([CH3:32])=[CH:34][CH:35]=2)=[CH:13][CH:14]=1. (5) Given the reactants Cl[C:2]1[N:7]=[C:6]([CH:8]([CH:11]2[N:15]([CH2:16][CH3:17])[C:14]3[CH:18]=[CH:19][CH:20]=[CH:21][C:13]=3[NH:12]2)[C:9]#[N:10])[C:5]([CH3:22])=[CH:4][N:3]=1.[NH2:23][CH2:24][CH2:25][N:26]1[CH:30]=[CH:29][CH:28]=[N:27]1, predict the reaction product. The product is: [CH2:16]([N:15]1[C:14]2[CH:18]=[CH:19][CH:20]=[CH:21][C:13]=2[N:12]=[C:11]1[CH:8]([C:6]1[C:5]([CH3:22])=[CH:4][N:3]=[C:2]([NH:23][CH2:24][CH2:25][N:26]2[CH:30]=[CH:29][CH:28]=[N:27]2)[N:7]=1)[C:9]#[N:10])[CH3:17]. (6) Given the reactants [Cl:1][C:2]1[CH:3]=[C:4]([C:9]2([C:24]([F:27])([F:26])[F:25])[CH2:13][CH2:12][N:11]([C:14]3[S:15][C:16]4[C:22]([NH2:23])=[CH:21][CH:20]=[CH:19][C:17]=4[N:18]=3)[CH2:10]2)[CH:5]=[C:6]([Cl:8])[CH:7]=1.C(N(CC)CC)C.[C:35](Cl)(=[O:38])[CH2:36][CH3:37], predict the reaction product. The product is: [Cl:8][C:6]1[CH:5]=[C:4]([C:9]2([C:24]([F:26])([F:25])[F:27])[CH2:13][CH2:12][N:11]([C:14]3[S:15][C:16]4[C:22]([NH:23][C:35](=[O:38])[CH2:36][CH3:37])=[CH:21][CH:20]=[CH:19][C:17]=4[N:18]=3)[CH2:10]2)[CH:3]=[C:2]([Cl:1])[CH:7]=1. (7) Given the reactants [CH2:1]([C:3]1[N:8]=[C:7]([CH3:9])[C:6]2[C:10]([C:13]3[S:14][CH:15]=[CH:16][CH:17]=3)=[N:11][NH:12][C:5]=2[CH:4]=1)[CH3:2].[H-].[Na+].[CH3:20][C:21]1[C:25]([CH3:26])=[C:24]([N:27]([CH2:53][O:54][CH2:55][CH2:56][O:57][CH3:58])[S:28]([C:31]2[S:32][C:33]([CH3:52])=[CH:34][C:35]=2[C:36]2[CH:47]=[CH:46][C:39]([CH2:40]OS(C)(=O)=O)=[CH:38][C:37]=2[CH2:48][O:49][CH2:50][CH3:51])(=[O:30])=[O:29])[O:23][N:22]=1.O, predict the reaction product. The product is: [CH3:20][C:21]1[C:25]([CH3:26])=[C:24]([N:27]([CH2:53][O:54][CH2:55][CH2:56][O:57][CH3:58])[S:28]([C:31]2[S:32][C:33]([CH3:52])=[CH:34][C:35]=2[C:36]2[CH:47]=[CH:46][C:39]([CH2:40][N:12]3[C:5]4[CH:4]=[C:3]([CH2:1][CH3:2])[N:8]=[C:7]([CH3:9])[C:6]=4[C:10]([C:13]4[S:14][CH:15]=[CH:16][CH:17]=4)=[N:11]3)=[CH:38][C:37]=2[CH2:48][O:49][CH2:50][CH3:51])(=[O:30])=[O:29])[O:23][N:22]=1. (8) Given the reactants [N:1]([CH2:4][CH2:5][C:6]1[N:7]=[C:8]2[N:12]([CH:13]=1)[N:11]=[C:10]([C:14]([F:17])([F:16])[F:15])[S:9]2)=[N+]=[N-].O.C1(P(C2C=CC=CC=2)C2C=CC=CC=2)C=CC=CC=1, predict the reaction product. The product is: [F:16][C:14]([F:15])([F:17])[C:10]1[S:9][C:8]2=[N:7][C:6]([CH2:5][CH2:4][NH2:1])=[CH:13][N:12]2[N:11]=1. (9) Given the reactants [CH2:1]([N:8]1[CH2:12][CH:11]([N:13]([CH2:15][C:16]2[CH:21]=[CH:20][CH:19]=[C:18]([Br:22])[CH:17]=2)[CH3:14])[CH2:10][CH:9]1[C:23]([OH:25])=O)[C:2]1[CH:7]=[CH:6][CH:5]=[CH:4][CH:3]=1.C(Cl)CCl.C1C=CC2N(O)N=NC=2C=1.[N:40]1([C:46]2[CH:53]=[CH:52][CH:51]=[CH:50][C:47]=2[C:48]#[N:49])[CH2:45][CH2:44][NH:43][CH2:42][CH2:41]1.CCN(CC)CC, predict the reaction product. The product is: [CH2:1]([N:8]1[CH2:12][CH:11]([N:13]([CH2:15][C:16]2[CH:21]=[CH:20][CH:19]=[C:18]([Br:22])[CH:17]=2)[CH3:14])[CH2:10][CH:9]1[C:23]([N:43]1[CH2:42][CH2:41][N:40]([C:46]2[CH:53]=[CH:52][CH:51]=[CH:50][C:47]=2[C:48]#[N:49])[CH2:45][CH2:44]1)=[O:25])[C:2]1[CH:7]=[CH:6][CH:5]=[CH:4][CH:3]=1. (10) Given the reactants [Li+].[OH-].C[O:4][C:5](=[O:35])[CH2:6][O:7][C:8]1[CH:9]=[C:10]2[C:14](=[CH:15][CH:16]=1)[N:13]([CH2:17][CH2:18][C:19]1[S:23][C:22]([C:24]3[CH:29]=[CH:28][C:27]([C:30]([F:33])([F:32])[F:31])=[CH:26][CH:25]=3)=[N:21][C:20]=1[CH3:34])[CH2:12][CH2:11]2, predict the reaction product. The product is: [CH3:34][C:20]1[N:21]=[C:22]([C:24]2[CH:25]=[CH:26][C:27]([C:30]([F:33])([F:31])[F:32])=[CH:28][CH:29]=2)[S:23][C:19]=1[CH2:18][CH2:17][N:13]1[C:14]2[C:10](=[CH:9][C:8]([O:7][CH2:6][C:5]([OH:35])=[O:4])=[CH:16][CH:15]=2)[CH2:11][CH2:12]1.